Dataset: Reaction yield outcomes from USPTO patents with 853,638 reactions. Task: Predict the reaction yield, written as a fraction of the theoretical maximum amount of product (1.0 means a 100% yield; for example, 0.34 means a 34% yield). The reactants are [CH3:1][S:2](Cl)(=[O:4])=[O:3].[Cl:6][C:7]1[CH:8]=[C:9]([CH:26]=[C:27]([C:31]([F:34])([F:33])[F:32])[C:28]=1[CH2:29][OH:30])[C:10]([NH:12][CH2:13][C:14]1[CH:19]=[C:18]([Cl:20])[CH:17]=[CH:16][C:15]=1[S:21]([CH2:24][CH3:25])(=[O:23])=[O:22])=[O:11].C(N(CC)CC)C.O. The catalyst is C(Cl)Cl. The product is [CH3:1][S:2]([O:30][CH2:29][C:28]1[C:27]([C:31]([F:33])([F:34])[F:32])=[CH:26][C:9]([C:10](=[O:11])[NH:12][CH2:13][C:14]2[CH:19]=[C:18]([Cl:20])[CH:17]=[CH:16][C:15]=2[S:21]([CH2:24][CH3:25])(=[O:23])=[O:22])=[CH:8][C:7]=1[Cl:6])(=[O:4])=[O:3]. The yield is 0.680.